Dataset: Catalyst prediction with 721,799 reactions and 888 catalyst types from USPTO. Task: Predict which catalyst facilitates the given reaction. (1) Reactant: [CH3:1][C:2]([O-])([CH3:4])[CH3:3].[K+].N#N.[CH2:9]([O:16][CH2:17][CH2:18][CH:19]1[CH2:24]CC(=O)C[CH2:20]1)[C:10]1[CH:15]=[CH:14][CH:13]=[CH:12][CH:11]=1. Product: [CH2:1]=[C:2]1[CH2:4][CH2:20][CH:19]([CH2:18][CH2:17][O:16][CH2:9][C:10]2[CH:15]=[CH:14][CH:13]=[CH:12][CH:11]=2)[CH2:24][CH2:3]1. The catalyst class is: 1. (2) Reactant: Cl[C:2]([O:4][CH2:5][CH3:6])=[O:3].[CH2:7]([C:9]1[CH:14]=[C:13]([CH3:15])[CH:12]=[C:11]([CH2:16][CH3:17])[C:10]=1[CH:18]1[C:26](=[O:27])[CH:25]2[CH:20]([CH:21]3[O:28][CH:24]2[CH2:23][CH2:22]3)[C:19]1=[O:29])[CH3:8].C(N(CC)CC)C. Product: [CH2:5]([O:4][C:2](=[O:3])[O:29][C:19]1[CH:20]2[CH:25]([C:26](=[O:27])[C:18]=1[C:10]1[C:11]([CH2:16][CH3:17])=[CH:12][C:13]([CH3:15])=[CH:14][C:9]=1[CH2:7][CH3:8])[CH:24]1[O:28][CH:21]2[CH2:22][CH2:23]1)[CH3:6]. The catalyst class is: 4. (3) Reactant: C([O:5][C:6]([CH:8]([NH:35]C(=O)OC(C)(C)C)[CH2:9][O:10][P:11]([OH:34])(=[O:33])[O:12][CH2:13][CH2:14][CH2:15][CH2:16][CH2:17][CH2:18][NH:19][C:20](=[O:32])[CH2:21][CH2:22][CH:23]([P:28](=[O:31])([OH:30])[OH:29])[P:24]([OH:27])([OH:26])=[O:25])=[O:7])(C)(C)C. Product: [NH2:35][CH:8]([C:6]([OH:7])=[O:5])[CH2:9][O:10][P:11](=[O:33])([OH:34])[O:12][CH2:13][CH2:14][CH2:15][CH2:16][CH2:17][CH2:18][NH:19][C:20](=[O:32])[CH2:21][CH2:22][CH:23]([P:24]([OH:26])([OH:27])=[O:25])[P:28](=[O:29])([OH:30])[OH:31]. The catalyst class is: 67. (4) Reactant: [CH3:1][O:2][C:3](=[O:16])[CH2:4][CH2:5][NH:6][C:7](=[O:15])[C:8]1[CH:13]=[CH:12][C:11]([OH:14])=[CH:10][CH:9]=1.[Br:17][C:18]1[CH:23]=[CH:22][C:21]([CH:24](O)[CH2:25][CH2:26][CH2:27][CH:28]([CH3:30])[CH3:29])=[CH:20][C:19]=1[CH3:32].C(P(CCCC)CCCC)CCC.N(C(N1CCCCC1)=O)=NC(N1CCCCC1)=O. Product: [CH3:1][O:2][C:3](=[O:16])[CH2:4][CH2:5][NH:6][C:7](=[O:15])[C:8]1[CH:9]=[CH:10][C:11]([O:14][CH:24]([C:21]2[CH:22]=[CH:23][C:18]([Br:17])=[C:19]([CH3:32])[CH:20]=2)[CH2:25][CH2:26][CH2:27][CH:28]([CH3:30])[CH3:29])=[CH:12][CH:13]=1. The catalyst class is: 11. (5) Reactant: [Cl:1][C:2]1[S:6][C:5]([C:7]([NH:9][C@H:10]([CH3:18])[C:11]([O:13]C(C)(C)C)=[O:12])=[O:8])=[CH:4][CH:3]=1.C(O)(C(F)(F)F)=O. Product: [Cl:1][C:2]1[S:6][C:5]([C:7]([NH:9][C@H:10]([CH3:18])[C:11]([OH:13])=[O:12])=[O:8])=[CH:4][CH:3]=1. The catalyst class is: 4.